Dataset: Full USPTO retrosynthesis dataset with 1.9M reactions from patents (1976-2016). Task: Predict the reactants needed to synthesize the given product. (1) The reactants are: [CH3:1][O:2][C:3](=[O:31])[CH2:4][CH2:5][NH:6][C:7]([C:9]1[S:10][C:11]([CH:14]([O:21][C:22]2[CH:27]=[C:26]([CH3:28])[C:25](I)=[C:24]([CH3:30])[CH:23]=2)[CH2:15][CH2:16][C:17]([F:20])([F:19])[F:18])=[CH:12][CH:13]=1)=[O:8].[F:32][C:33]([F:45])([F:44])[O:34][C:35]1[CH:40]=[CH:39][C:38](B(O)O)=[CH:37][CH:36]=1. Given the product [CH3:1][O:2][C:3](=[O:31])[CH2:4][CH2:5][NH:6][C:7]([C:9]1[S:10][C:11]([CH:14]([O:21][C:22]2[CH:27]=[C:26]([CH3:28])[C:25]([C:38]3[CH:37]=[CH:36][C:35]([O:34][C:33]([F:32])([F:44])[F:45])=[CH:40][CH:39]=3)=[C:24]([CH3:30])[CH:23]=2)[CH2:15][CH2:16][C:17]([F:20])([F:19])[F:18])=[CH:12][CH:13]=1)=[O:8], predict the reactants needed to synthesize it. (2) Given the product [CH3:16][O:15][C:12]1[N:13]=[CH:14][C:9]([C@@H:8]([NH:17][CH2:18][CH2:19][NH:20][CH2:21][CH2:22][CH2:23][C:24]2[CH:33]=[CH:32][C:31]3[CH2:30][CH2:29][CH2:28][NH:27][C:26]=3[N:25]=2)[CH2:7][C:6]([OH:41])=[O:5])=[CH:10][CH:11]=1, predict the reactants needed to synthesize it. The reactants are: C([O:5][C:6](=[O:41])[CH2:7][C@H:8]([NH:17][CH2:18][CH2:19][N:20](C(OC(C)(C)C)=O)[CH2:21][CH2:22][CH2:23][C:24]1[CH:33]=[CH:32][C:31]2[CH2:30][CH2:29][CH2:28][NH:27][C:26]=2[N:25]=1)[C:9]1[CH:10]=[CH:11][C:12]([O:15][CH3:16])=[N:13][CH:14]=1)(C)(C)C. (3) Given the product [CH3:1][O:2][C:3]([NH:5][C@@H:6]([C@@H:7]([CH3:8])[CH2:9][CH3:10])[C:11]([N:13]1[C@@H:17]([CH3:18])[CH2:16][CH2:15][C@H:14]1[C:19]1[NH:20][C:21]([C:24]2[CH:29]=[C:28]3[CH2:30][O:31][C:32]4[CH:59]=[C:58]5[C:35]([CH:36]=[CH:37][C:38]6[N:42]=[C:41]([C@@H:43]7[CH2:47][C@H:46]([CH2:48][O:49][CH3:50])[CH2:45][N:44]7[C:67](=[O:68])[C@@H:66]([NH:65][C:63](=[O:64])[O:62][CH3:61])[CH:70]([CH3:72])[CH3:71])[NH:40][C:39]=65)=[CH:34][C:33]=4[C:27]3=[CH:26][CH:25]=2)=[CH:22][N:23]=1)=[O:12])=[O:4], predict the reactants needed to synthesize it. The reactants are: [CH3:1][O:2][C:3]([NH:5][C@H:6]([C:11]([N:13]1[C@@H:17]([CH3:18])[CH2:16][CH2:15][C@H:14]1[C:19]1[NH:20][C:21]([C:24]2[CH:29]=[C:28]3[CH2:30][O:31][C:32]4[CH:59]=[C:58]5[C:35]([CH:36]=[CH:37][C:38]6[N:42]=[C:41]([C@@H:43]7[CH2:47][C@H:46]([CH2:48][O:49][CH3:50])[CH2:45][N:44]7C(OC(C)(C)C)=O)[NH:40][C:39]=65)=[CH:34][C:33]=4[C:27]3=[CH:26][CH:25]=2)=[CH:22][N:23]=1)=[O:12])[C@H:7]([CH2:9][CH3:10])[CH3:8])=[O:4].Cl.[CH3:61][O:62][C:63]([NH:65][C@@H:66]([CH:70]([CH3:72])[CH3:71])[C:67](O)=[O:68])=[O:64].CN(C(ON1N=NC2C=CC=NC1=2)=[N+](C)C)C.F[P-](F)(F)(F)(F)F.CCN(C(C)C)C(C)C. (4) The reactants are: [Cl:1][C:2]1[CH:7]=[CH:6][CH:5]=[CH:4][C:3]=1[N:8]1[C:12]([C:13]2[CH:14]=[C:15]([OH:19])[CH:16]=[CH:17][CH:18]=2)=[CH:11][C:10]([C:20]([F:23])([F:22])[F:21])=[N:9]1.C1(P(C2C=CC=CC=2)C2C=CC=CC=2)C=CC=CC=1.[O:43]1[CH2:48][CH2:47][N:46]([CH2:49][CH2:50]O)[CH2:45][CH2:44]1.CC(OC(/N=N/C(OC(C)C)=O)=O)C.C1(P(=O)(C2C=CC=CC=2)C2C=CC=CC=2)C=CC=CC=1. Given the product [Cl:1][C:2]1[CH:7]=[CH:6][CH:5]=[CH:4][C:3]=1[N:8]1[C:12]([C:13]2[CH:14]=[C:15]([CH:16]=[CH:17][CH:18]=2)[O:19][CH2:50][CH2:49][N:46]2[CH2:47][CH2:48][O:43][CH2:44][CH2:45]2)=[CH:11][C:10]([C:20]([F:23])([F:21])[F:22])=[N:9]1, predict the reactants needed to synthesize it. (5) Given the product [Cl:1][C:2]1[CH:7]=[CH:6][CH:5]=[CH:4][C:3]=1[C:8]1[C:19]([OH:20])=[N:18][C:11]2[N:12]=[C:13]([S:16]([CH3:17])(=[O:21])=[O:27])[N:14]=[CH:15][C:10]=2[CH:9]=1, predict the reactants needed to synthesize it. The reactants are: [Cl:1][C:2]1[CH:7]=[CH:6][CH:5]=[CH:4][C:3]=1[C:8]1[C:19]([OH:20])=[N:18][C:11]2[N:12]=[C:13]([S:16][CH3:17])[N:14]=[CH:15][C:10]=2[CH:9]=1.[OH:21]OS([O-])=O.[K+].[OH2:27]. (6) Given the product [C:2]([CH2:1][C:12]([C:14]1[CH:15]=[C:16]([CH:32]=[CH:33][CH:34]=1)[O:17][CH2:18][CH:19]1[CH2:24][CH2:23][N:22]([C:25]([O:27][C:28]([CH3:29])([CH3:30])[CH3:31])=[O:26])[CH2:21][CH2:20]1)=[O:11])#[N:3], predict the reactants needed to synthesize it. The reactants are: [CH3:1][C:2]#[N:3].C([O-])(C)(C)C.[K+].C[O:11][C:12]([C:14]1[CH:15]=[C:16]([CH:32]=[CH:33][CH:34]=1)[O:17][CH2:18][CH:19]1[CH2:24][CH2:23][N:22]([C:25]([O:27][C:28]([CH3:31])([CH3:30])[CH3:29])=[O:26])[CH2:21][CH2:20]1)=O. (7) Given the product [Cl:1][C:2]1[CH:7]=[CH:6][C:5]([S:8]([N:11]2[C:20]3[C:15](=[N:16][CH:17]=[CH:18][CH:19]=3)[C:14](=[O:44])[CH2:13][CH:12]2[CH3:22])(=[O:10])=[O:9])=[CH:4][CH:3]=1, predict the reactants needed to synthesize it. The reactants are: [Cl:1][C:2]1[CH:7]=[CH:6][C:5]([S:8]([N:11]2[C:20]3[C:15](=[N:16][CH:17]=[CH:18][CH:19]=3)[C:14](=C)[CH2:13][CH:12]2[CH3:22])(=[O:10])=[O:9])=[CH:4][CH:3]=1.CC[C@H]1[C@H]2C[C@H]([C@H](OC3C4C(=CC=CC=4)C(O[C@H](C4C=CN=C5C=4C=C(OC)C=C5)[C@@H]4N5C[C@H](CC)[C@@H](CC5)C4)=NN=3)C3C=CN=C4C=3C=C([O:44]C)C=C4)N(CC2)C1.S([O-])([O-])=O.[Na+].[Na+].I([O-])(=O)(=O)=O.[Na+]. (8) The reactants are: [C:1]([Si:4]([CH3:7])([CH3:6])[CH3:5])(=O)[CH3:2].[C:8](#[N:12])[CH2:9][C:10]#[N:11].C([O-])(=O)C.[NH4+].C(O)(=O)C. Given the product [CH3:5][Si:4]([CH3:7])([CH3:6])[CH:1]([CH:9]([C:8]#[N:12])[C:10]#[N:11])[CH3:2], predict the reactants needed to synthesize it.